Dataset: Catalyst prediction with 721,799 reactions and 888 catalyst types from USPTO. Task: Predict which catalyst facilitates the given reaction. Reactant: [Si]([O:8][CH2:9][C@H:10]1[NH:15][C@H:14]([C:16]([NH:18][CH3:19])=[O:17])[C@H:13]2[O:20]C(C)(C)[O:22][C@H:12]2[C@@H:11]1[OH:25])(C(C)(C)C)(C)C.[ClH:26]. Product: [ClH:26].[OH:20][C@H:13]1[C@@H:12]([OH:22])[C@H:11]([OH:25])[C@@H:10]([CH2:9][OH:8])[NH:15][C@@H:14]1[C:16]([NH:18][CH3:19])=[O:17]. The catalyst class is: 24.